Predict the product of the given reaction. From a dataset of Forward reaction prediction with 1.9M reactions from USPTO patents (1976-2016). Given the reactants C([O:8][NH:9][C:10]([C@@H:12]1[C@@H:17]([C:18](=[O:39])[NH:19][C:20]2[CH:25]=[CH:24][C:23]([O:26][CH2:27][C:28]3[C:37]4[C:32](=[CH:33][CH:34]=[CH:35][CH:36]=4)[N:31]=[C:30]([CH3:38])[CH:29]=3)=[CH:22][CH:21]=2)[CH2:16][CH2:15][CH:14]([CH2:40][C:41](O)=[O:42])[CH2:13]1)=[O:11])C1C=CC=CC=1.C1CN([P+](ON2N=NC3C=CC=CC2=3)(N2CCCC2)N2CCCC2)CC1.F[P-](F)(F)(F)(F)F.[NH:77]1[CH2:82][CH2:81][CH2:80][CH2:79][CH2:78]1.CN1CCOCC1, predict the reaction product. The product is: [OH:8][NH:9][C:10]([C@H:12]1[CH2:13][CH:14]([CH2:40][C:41](=[O:42])[N:77]2[CH2:82][CH2:81][CH2:80][CH2:79][CH2:78]2)[CH2:15][CH2:16][C@@H:17]1[C:18]([NH:19][C:20]1[CH:25]=[CH:24][C:23]([O:26][CH2:27][C:28]2[C:37]3[C:32](=[CH:33][CH:34]=[CH:35][CH:36]=3)[N:31]=[C:30]([CH3:38])[CH:29]=2)=[CH:22][CH:21]=1)=[O:39])=[O:11].